Dataset: Full USPTO retrosynthesis dataset with 1.9M reactions from patents (1976-2016). Task: Predict the reactants needed to synthesize the given product. (1) Given the product [Cl:1][C:2]1[CH:7]=[CH:6][C:5]([CH:8]2[CH2:13][CH:12]([C:14]([O:16][CH3:17])=[O:15])[CH2:11][CH2:10][N:9]2[C:28]([O:29][CH3:30])=[O:31])=[C:4]([F:18])[CH:3]=1, predict the reactants needed to synthesize it. The reactants are: [Cl:1][C:2]1[CH:7]=[CH:6][C:5]([CH:8]2[CH2:13][CH:12]([C:14]([O:16][CH3:17])=[O:15])[CH2:11][CH2:10][NH:9]2)=[C:4]([F:18])[CH:3]=1.CCN(C(C)C)C(C)C.[C:28](Cl)(=[O:31])[O:29][CH3:30]. (2) Given the product [C:15]1([N:14]2[C:10]([CH3:9])=[C:11]([C:21]3[CH2:22][CH2:23][N:24]([C:2]([O:4][CH:5]([CH3:7])[CH3:6])=[O:3])[CH2:25][CH:26]=3)[N:12]=[N:13]2)[CH:16]=[CH:17][CH:18]=[CH:19][CH:20]=1, predict the reactants needed to synthesize it. The reactants are: Cl[C:2]([O:4][CH:5]([CH3:7])[CH3:6])=[O:3].Cl.[CH3:9][C:10]1[N:14]([C:15]2[CH:20]=[CH:19][CH:18]=[CH:17][CH:16]=2)[N:13]=[N:12][C:11]=1[C:21]1[CH2:22][CH2:23][NH:24][CH2:25][CH:26]=1.[Cl-].[NH4+]. (3) Given the product [F:1][C:2]1[CH:7]=[CH:6][C:5]([CH:8]([OH:30])[CH:9]([CH2:15][C:16]2[CH:21]=[CH:20][CH:19]=[C:18]([CH:22]([OH:29])[C:23]([F:28])([F:27])[CH:24]([F:25])[F:26])[CH:17]=2)[C:10]([OH:12])=[O:11])=[CH:4][CH:3]=1, predict the reactants needed to synthesize it. The reactants are: [F:1][C:2]1[CH:7]=[CH:6][C:5]([CH:8]([OH:30])[CH:9]([CH2:15][C:16]2[CH:21]=[CH:20][CH:19]=[C:18]([CH:22]([OH:29])[C:23]([F:28])([F:27])[CH:24]([F:26])[F:25])[CH:17]=2)[C:10]([O:12]CC)=[O:11])=[CH:4][CH:3]=1.[OH-].[Na+].CO.O.